This data is from Forward reaction prediction with 1.9M reactions from USPTO patents (1976-2016). The task is: Predict the product of the given reaction. (1) Given the reactants C([O:3][C:4](=[O:28])[CH2:5][CH2:6][CH2:7][CH2:8][C:9]1[CH:18]=[CH:17][C:16]2[C:11](=[CH:12][C:13]([N:20]3[CH2:24][C:23](=[O:25])[NH:22][S:21]3(=[O:27])=[O:26])=[C:14]([OH:19])[CH:15]=2)[CH:10]=1)C.[OH-].[K+], predict the reaction product. The product is: [OH:19][C:14]1[CH:15]=[C:16]2[C:11](=[CH:12][C:13]=1[N:20]1[CH2:24][C:23](=[O:25])[NH:22][S:21]1(=[O:27])=[O:26])[CH:10]=[C:9]([CH2:8][CH2:7][CH2:6][CH2:5][C:4]([OH:28])=[O:3])[CH:18]=[CH:17]2. (2) Given the reactants [CH3:1][C:2]([CH3:8])([CH3:7])[CH2:3][C:4](Cl)=[O:5].[S-:9][C:10]#[N:11].[K+].[F:13][C:14]1[CH:19]=[CH:18][C:17]([C:20]2[NH:24][N:23]=[C:22]([NH2:25])[CH:21]=2)=[CH:16][CH:15]=1, predict the reaction product. The product is: [F:13][C:14]1[CH:15]=[CH:16][C:17]([C:20]2[NH:24][N:23]=[C:22]([NH:25][C:10]([NH:11][C:4](=[O:5])[CH2:3][C:2]([CH3:8])([CH3:7])[CH3:1])=[S:9])[CH:21]=2)=[CH:18][CH:19]=1. (3) Given the reactants [Br:1][C:2]1[CH:10]=[CH:9][C:8]([O:11]C)=[C:7]2[C:3]=1[CH2:4][N:5]([C:13](=[O:18])[C:14]([F:17])([F:16])[F:15])[CH2:6]2.C(Cl)Cl.B(Br)(Br)Br, predict the reaction product. The product is: [Br:1][C:2]1[CH:10]=[CH:9][C:8]([OH:11])=[C:7]2[C:3]=1[CH2:4][N:5]([C:13](=[O:18])[C:14]([F:16])([F:17])[F:15])[CH2:6]2. (4) Given the reactants [CH2:1]([CH:3]([C:6]1[N:11]2[N:12]=[C:13]([CH3:16])[C:14](I)=[C:10]2[N:9]=[C:8]([CH3:17])[CH:7]=1)[CH2:4][CH3:5])[CH3:2].[O-]P([O-])([O-])=O.[K+].[K+].[K+].[Cl:26][C:27]1[S:28][CH:29]=[C:30]([Cl:32])[N:31]=1.N1C2C(=CC=C3C=2N=CC=C3)C=CC=1.N#N, predict the reaction product. The product is: [CH2:1]([CH:3]([C:6]1[N:11]2[N:12]=[C:13]([CH3:16])[C:14]([C:29]3[S:28][C:27]([Cl:26])=[N:31][C:30]=3[Cl:32])=[C:10]2[N:9]=[C:8]([CH3:17])[CH:7]=1)[CH2:4][CH3:5])[CH3:2]. (5) Given the reactants [NH2:1][CH2:2][CH2:3][CH2:4][N:5]1[C:13]2[N:8]3[C:9](=[N:14][C:15]([CH3:16])=[C:7]3[C:6]1=[O:17])[CH:10]=[CH:11][CH:12]=2.C(N(CC)CC)C.[F:25][C:26]([F:33])([F:32])[CH2:27][S:28](Cl)(=[O:30])=[O:29], predict the reaction product. The product is: [CH3:16][C:15]1[N:14]=[C:9]2[CH:10]=[CH:11][CH:12]=[C:13]3[N:8]2[C:7]=1[C:6](=[O:17])[N:5]3[CH2:4][CH2:3][CH2:2][NH:1][S:28]([CH2:27][C:26]([F:33])([F:32])[F:25])(=[O:30])=[O:29]. (6) Given the reactants Cl.Cl.C([O:11][CH2:12][CH2:13][O:14][CH2:15][CH2:16][N:17]1[C:25]2[C:24]([NH:26][C:27]3[CH:32]=[CH:31][C:30]([O:33][C:34]4[CH:39]=[CH:38][CH:37]=[C:36]([NH2:40])[CH:35]=4)=[C:29]([Cl:41])[CH:28]=3)=[N:23][CH:22]=[N:21][C:20]=2[CH:19]=[CH:18]1)(=O)C1C=CC=CC=1.[F:42][C:43]([F:51])([F:50])[CH2:44][CH:45]([CH3:49])[C:46](O)=[O:47].Cl.C(N=C=NCCCN(C)C)C.ON1C2C=CC=CC=2N=N1.[OH-].[Na+], predict the reaction product. The product is: [Cl:41][C:29]1[CH:28]=[C:27]([NH:26][C:24]2[C:25]3[N:17]([CH2:16][CH2:15][O:14][CH2:13][CH2:12][OH:11])[CH:18]=[CH:19][C:20]=3[N:21]=[CH:22][N:23]=2)[CH:32]=[CH:31][C:30]=1[O:33][C:34]1[CH:35]=[C:36]([NH:40][C:46](=[O:47])[CH:45]([CH3:49])[CH2:44][C:43]([F:51])([F:50])[F:42])[CH:37]=[CH:38][CH:39]=1. (7) Given the reactants [NH:1]1[CH2:6][CH2:5][CH:4]([C:7]([O:9][CH2:10][C:11]2[CH:16]=[CH:15][CH:14]=[CH:13][CH:12]=2)=[O:8])[CH2:3][CH2:2]1.CCN(C(C)C)C(C)C.Cl[S:27]([CH2:30][C:31]([O:33][CH2:34][CH3:35])=[O:32])(=[O:29])=[O:28], predict the reaction product. The product is: [CH2:34]([O:33][C:31](=[O:32])[CH2:30][S:27]([N:1]1[CH2:2][CH2:3][CH:4]([C:7]([O:9][CH2:10][C:11]2[CH:12]=[CH:13][CH:14]=[CH:15][CH:16]=2)=[O:8])[CH2:5][CH2:6]1)(=[O:29])=[O:28])[CH3:35].